From a dataset of Catalyst prediction with 721,799 reactions and 888 catalyst types from USPTO. Predict which catalyst facilitates the given reaction. (1) Reactant: [N:1]([C@@H:4]1[CH2:9][CH2:8][C:7]([F:11])([F:10])[CH2:6][C@H:5]1[OH:12])=[N+]=[N-]. Product: [NH2:1][C@@H:4]1[CH2:9][CH2:8][C:7]([F:11])([F:10])[CH2:6][C@H:5]1[OH:12]. The catalyst class is: 19. (2) Reactant: F[C:2]1[C:3]([N+:8]([O-:10])=[O:9])=[N:4][CH:5]=[CH:6][CH:7]=1.[CH2:11]([C:13]1[CH:18]=[CH:17][C:16]([OH:19])=[C:15]([O:20][CH3:21])[CH:14]=1)[CH3:12].[OH-].[K+]. Product: [CH2:11]([C:13]1[CH:18]=[CH:17][C:16]([O:19][C:2]2[C:3]([N+:8]([O-:10])=[O:9])=[N:4][CH:5]=[CH:6][CH:7]=2)=[C:15]([O:20][CH3:21])[CH:14]=1)[CH3:12]. The catalyst class is: 10. (3) The catalyst class is: 5. Reactant: [NH2:1][C:2]1[CH:7]=[CH:6][C:5]([N:8]2[C:12]3=[N:13][CH:14]=[N:15][C:16]([NH2:17])=[C:11]3[CH:10]=[N:9]2)=[CH:4][CH:3]=1.[S:18]1[CH:22]=[CH:21][C:20]([S:23](Cl)(=[O:25])=[O:24])=[CH:19]1.C(N(C(C)C)CC)(C)C.CN(C=O)C. Product: [NH2:17][C:16]1[N:15]=[CH:14][N:13]=[C:12]2[N:8]([C:5]3[CH:6]=[CH:7][C:2]([NH:1][S:23]([C:20]4[CH:21]=[CH:22][S:18][CH:19]=4)(=[O:25])=[O:24])=[CH:3][CH:4]=3)[N:9]=[CH:10][C:11]=12. (4) Reactant: [OH:1][C:2]1[CH:15]=[CH:14][C:5]([C:6]([C:8]2[CH:13]=[CH:12][CH:11]=[CH:10][CH:9]=2)=[O:7])=[CH:4][CH:3]=1.C(N(CC)CC)C.[Cl:23][CH2:24][CH2:25][C:26](Cl)=[O:27]. Product: [C:6]([C:5]1[CH:4]=[CH:3][C:2]([O:1][C:26](=[O:27])[CH2:25][CH2:24][Cl:23])=[CH:15][CH:14]=1)(=[O:7])[C:8]1[CH:13]=[CH:12][CH:11]=[CH:10][CH:9]=1. The catalyst class is: 311. (5) Reactant: [Br:1][C:2]1[N:7]=[C:6]([C:8](=[O:10])[CH3:9])[C:5]([F:11])=[C:4]([Si:12]([CH2:17][CH3:18])([CH2:15][CH3:16])[CH2:13][CH3:14])[CH:3]=1.[Si](OS(C(F)(F)F)(=O)=O)(C)(C)C.[CH3:31][O:32][CH2:33]OC.C(C1C=CC=C(C(C)(C)C)N=1)(C)(C)C. Product: [Br:1][C:2]1[N:7]=[C:6]([C:8](=[O:10])[CH2:9][CH2:31][O:32][CH3:33])[C:5]([F:11])=[C:4]([Si:12]([CH2:15][CH3:16])([CH2:13][CH3:14])[CH2:17][CH3:18])[CH:3]=1. The catalyst class is: 4.